This data is from Catalyst prediction with 721,799 reactions and 888 catalyst types from USPTO. The task is: Predict which catalyst facilitates the given reaction. (1) Reactant: [NH2:1][C:2]1[CH:14]=[CH:13][CH:12]=[CH:11][C:3]=1[C:4]([O:6][C:7]([CH3:10])([CH3:9])[CH3:8])=[O:5].C1C(=O)N([I:22])C(=O)C1. Product: [NH2:1][C:2]1[CH:14]=[CH:13][C:12]([I:22])=[CH:11][C:3]=1[C:4]([O:6][C:7]([CH3:10])([CH3:9])[CH3:8])=[O:5]. The catalyst class is: 31. (2) Reactant: [Cl:1][C:2]1[C:9]([CH3:10])=[CH:8][C:5]([C:6]#[N:7])=[CH:4][C:3]=1[C:11]([C:13]1[NH:14][C:15](=[O:23])[NH:16][C:17](=[O:22])[C:18]=1[CH:19]([CH3:21])[CH3:20])=[O:12].C(=O)([O-])[O-].[K+].[K+].I[CH2:31][CH3:32]. Product: [Cl:1][C:2]1[C:9]([CH3:10])=[CH:8][C:5]([C:6]#[N:7])=[CH:4][C:3]=1[C:11]([C:13]1[N:14]([CH2:31][CH3:32])[C:15](=[O:23])[NH:16][C:17](=[O:22])[C:18]=1[CH:19]([CH3:20])[CH3:21])=[O:12]. The catalyst class is: 3. (3) Reactant: [C:1]([C:3]1[CH:41]=[CH:40][C:6]([CH2:7][NH:8][C:9]([C:11]2[N:12](COCC[Si](C)(C)C)[C:13]([CH3:31])=[C:14]([C:16]3[CH:17]=[C:18]4[C:22](=[CH:23][CH:24]=3)[NH:21][C:20]([C:25]3[O:29][N:28]=[C:27]([CH3:30])[N:26]=3)=[CH:19]4)[N:15]=2)=[O:10])=[CH:5][CH:4]=1)#[N:2].Cl. Product: [C:1]([C:3]1[CH:4]=[CH:5][C:6]([CH2:7][NH:8][C:9]([C:11]2[NH:12][C:13]([CH3:31])=[C:14]([C:16]3[CH:17]=[C:18]4[C:22](=[CH:23][CH:24]=3)[NH:21][C:20]([C:25]3[O:29][N:28]=[C:27]([CH3:30])[N:26]=3)=[CH:19]4)[N:15]=2)=[O:10])=[CH:40][CH:41]=1)#[N:2]. The catalyst class is: 12. (4) Reactant: [CH3:1][C:2]1([CH3:37])[CH2:6][O:5][C:4]2=[CH:7][C:8]3[O:9][CH2:10][C:11]4([C:35]=3[CH:36]=[C:3]12)[C:19]1[C:14](=[CH:15][CH:16]=[CH:17][CH:18]=1)[N:13]([CH2:20][CH:21]1[CH2:26][CH2:25][N:24](C(OC(C)(C)C)=O)[CH2:23][CH2:22]1)[C:12]4=[O:34].Br. Product: [CH3:1][C:2]1([CH3:37])[CH2:6][O:5][C:4]2=[CH:7][C:8]3[O:9][CH2:10][C:11]4([C:35]=3[CH:36]=[C:3]12)[C:19]1[C:14](=[CH:15][CH:16]=[CH:17][CH:18]=1)[N:13]([CH2:20][CH:21]1[CH2:22][CH2:23][NH:24][CH2:25][CH2:26]1)[C:12]4=[O:34]. The catalyst class is: 4. (5) The catalyst class is: 4. Product: [Cl:1][C:2]1[C:6]([N:7]([CH2:8][CH2:9][CH2:10][S:11][CH3:12])[C:25](=[O:27])[CH3:26])=[CH:5][N:4]([C:13]2[CH:14]=[N:15][CH:16]=[CH:17][CH:18]=2)[N:3]=1. Reactant: [Cl:1][C:2]1[C:6]([NH:7][CH2:8][CH2:9][CH2:10][S:11][CH3:12])=[CH:5][N:4]([C:13]2[CH:14]=[N:15][CH:16]=[CH:17][CH:18]=2)[N:3]=1.N1C=CC=CC=1.[C:25](OC(=O)C)(=[O:27])[CH3:26].O.